Dataset: Reaction yield outcomes from USPTO patents with 853,638 reactions. Task: Predict the reaction yield, written as a fraction of the theoretical maximum amount of product (1.0 means a 100% yield; for example, 0.34 means a 34% yield). (1) The reactants are [C:1]([C:5]1[NH:6][C:7]2[C:12]([CH:13]=1)=[CH:11][C:10]([N+:14]([O-])=O)=[CH:9][C:8]=2[F:17])([CH3:4])([CH3:3])[CH3:2]. The catalyst is CO.[Ni]. The product is [C:1]([C:5]1[NH:6][C:7]2[C:12]([CH:13]=1)=[CH:11][C:10]([NH2:14])=[CH:9][C:8]=2[F:17])([CH3:4])([CH3:2])[CH3:3]. The yield is 0.240. (2) The reactants are C([N:8]1[CH2:23][CH2:22][C:11]2([CH2:15][N:14]([C:16]3[CH:21]=[CH:20][N:19]=[CH:18][CH:17]=3)[CH2:13][CH2:12]2)[CH2:10][CH2:9]1)C1C=CC=CC=1.[ClH:24]. The catalyst is CCO.[Pd]. The product is [ClH:24].[N:19]1[CH:18]=[CH:17][C:16]([N:14]2[CH2:13][CH2:12][C:11]3([CH2:22][CH2:23][NH:8][CH2:9][CH2:10]3)[CH2:15]2)=[CH:21][CH:20]=1. The yield is 0.610. (3) The reactants are [C:1]([O:5][C:6]([NH:8][CH:9]([CH3:16])[CH2:10]OS(C)(=O)=O)=[O:7])([CH3:4])([CH3:3])[CH3:2].[NH:17]1[CH2:22][CH2:21][O:20][CH2:19][CH2:18]1.C([O-])([O-])=O.[K+].[K+]. The catalyst is CC#N. The product is [C:1]([O:5][C:6](=[O:7])[NH:8][CH:9]([CH3:16])[CH2:10][N:17]1[CH2:22][CH2:21][O:20][CH2:19][CH2:18]1)([CH3:4])([CH3:3])[CH3:2]. The yield is 0.620. (4) The reactants are [CH:1]1([NH2:7])[CH2:6][CH2:5][CH2:4][CH2:3][CH2:2]1.C([O:10][C:11]([C:13]1[C:14](=[O:24])[NH:15][C:16]2[C:21]([C:22]=1[OH:23])=[CH:20][CH:19]=[CH:18][CH:17]=2)=O)C. The catalyst is C1(C)C=CC=CC=1.O. The product is [CH:1]1([NH:7][C:11]([C:13]2[C:14](=[O:24])[NH:15][C:16]3[C:21]([C:22]=2[OH:23])=[CH:20][CH:19]=[CH:18][CH:17]=3)=[O:10])[CH2:6][CH2:5][CH2:4][CH2:3][CH2:2]1. The yield is 0.870. (5) The reactants are [Si:1]([O:8][C@@H:9]1[CH2:14][CH2:13][C@H:12]([N:15]2[CH2:19][CH2:18][C:17]3([CH2:24][CH2:23][CH2:22][N:21](C(OCC4C=CC=CC=4)=O)[CH2:20]3)[C:16]2=[O:35])[CH2:11][CH2:10]1)([C:4]([CH3:7])([CH3:6])[CH3:5])([CH3:3])[CH3:2]. The catalyst is CO.[Pd]. The yield is 1.00. The product is [Si:1]([O:8][C@@H:9]1[CH2:14][CH2:13][C@H:12]([N:15]2[CH2:19][CH2:18][C:17]3([CH2:24][CH2:23][CH2:22][NH:21][CH2:20]3)[C:16]2=[O:35])[CH2:11][CH2:10]1)([C:4]([CH3:7])([CH3:5])[CH3:6])([CH3:3])[CH3:2]. (6) The reactants are [C:1]([O:5][C:6](=[O:24])[N:7]([CH2:15][CH2:16][CH2:17][CH:18]1[CH2:23][CH2:22][CH:21]=[CH:20][CH2:19]1)[C:8]([O:10][C:11]([CH3:14])([CH3:13])[CH3:12])=[O:9])([CH3:4])([CH3:3])[CH3:2].ClC1C=CC=C(C(OO)=[O:33])C=1. No catalyst specified. The product is [C:11]([O:10][C:8](=[O:9])[N:7]([CH2:15][CH2:16][CH2:17][CH:18]1[CH2:23][CH2:22][CH:21]2[CH:20]([O:33]2)[CH2:19]1)[C:6]([O:5][C:1]([CH3:2])([CH3:3])[CH3:4])=[O:24])([CH3:14])([CH3:13])[CH3:12]. The yield is 0.900. (7) The reactants are [CH2:1]([O:3][C:4](=[O:26])[CH2:5][CH2:6][C:7]1[C:12]([CH2:13][OH:14])=[CH:11][N:10]=[C:9]([CH3:15])[C:8]=1[O:16][CH2:17][C:18]1[CH:23]=[CH:22][C:21]([C:24]#[N:25])=[CH:20][CH:19]=1)[CH3:2].[C:27]([C:29]1[CH:34]=[CH:33][C:32](O)=[CH:31][CH:30]=1)#[N:28]. No catalyst specified. The product is [CH2:1]([O:3][C:4](=[O:26])[CH2:5][CH2:6][C:7]1[C:12]([CH2:13][O:14][C:32]2[CH:33]=[CH:34][C:29]([C:27]#[N:28])=[CH:30][CH:31]=2)=[CH:11][N:10]=[C:9]([CH3:15])[C:8]=1[O:16][CH2:17][C:18]1[CH:19]=[CH:20][C:21]([C:24]#[N:25])=[CH:22][CH:23]=1)[CH3:2]. The yield is 0.910.